This data is from Full USPTO retrosynthesis dataset with 1.9M reactions from patents (1976-2016). The task is: Predict the reactants needed to synthesize the given product. (1) Given the product [F:1][C:2]1[CH:3]=[C:4]([CH:20]=[C:21]([C:23]([F:26])([F:24])[F:25])[CH:22]=1)[CH2:5][CH:6]1[CH2:11][CH:10]([C:12]([OH:14])=[O:13])[CH2:9][CH2:8][N:7]1[C:16]([O:18][CH3:19])=[O:17], predict the reactants needed to synthesize it. The reactants are: [F:1][C:2]1[CH:3]=[C:4]([CH:20]=[C:21]([C:23]([F:26])([F:25])[F:24])[CH:22]=1)[CH2:5][CH:6]1[CH2:11][CH:10]([C:12]([O:14]C)=[O:13])[CH2:9][CH2:8][N:7]1[C:16]([O:18][CH3:19])=[O:17].[Br-].[Li+].C(N(CC)CC)C. (2) Given the product [CH2:29]([S:31]([C:34]1[CH:35]=[CH:36][C:37]([C@@H:40]([NH:43][C:44]([C:46]2[CH:47]=[C:48]3[C:52](=[CH:53][CH:54]=2)[C@H:51]([CH:55]([CH3:56])[CH3:57])[NH:50][CH2:49]3)=[O:45])[CH2:41][OH:42])=[CH:38][CH:39]=1)(=[O:32])=[O:33])[CH3:30].[CH2:29]([S:31]([C:34]1[CH:35]=[CH:36][C:37]([C@@H:40]([NH:43][C:44]([C:46]2[CH:47]=[C:48]3[C:52](=[CH:53][CH:54]=2)[C@@H:51]([CH:55]([CH3:56])[CH3:57])[NH:50][CH2:49]3)=[O:45])[CH2:41][OH:42])=[CH:38][CH:39]=1)(=[O:32])=[O:33])[CH3:30], predict the reactants needed to synthesize it. The reactants are: C([C@H]1C2C(=CC(C(N[C@H](C3C=CC(S(CC)(=O)=O)=CC=3)CO)=O)=CC=2)CN1)C.[CH2:29]([S:31]([C:34]1[CH:39]=[CH:38][C:37]([CH:40]([NH:43][C:44]([C:46]2[CH:47]=[C:48]3[C:52](=[CH:53][CH:54]=2)[CH:51]([CH:55]([CH3:57])[CH3:56])[N:50](C(OC(C)(C)C)=O)[CH2:49]3)=[O:45])[CH2:41][OH:42])=[CH:36][CH:35]=1)(=[O:33])=[O:32])[CH3:30]. (3) Given the product [Cl:18][C:13]1[CH:14]=[CH:15][CH:16]=[CH:17][C:12]=1[C:10]1[C:3]2[CH:4]=[C:5]([CH3:9])[C:6]([CH3:8])=[CH:7][C:2]=2[N:1]=[C:24]2[N:23]([CH2:26][CH:27]=[CH2:28])[NH:22][C:21]([CH3:29])=[C:20]2[N:19]=1, predict the reactants needed to synthesize it. The reactants are: [NH2:1][C:2]1[CH:7]=[C:6]([CH3:8])[C:5]([CH3:9])=[CH:4][C:3]=1[C:10]([C:12]1[CH:17]=[CH:16][CH:15]=[CH:14][C:13]=1[Cl:18])=O.[NH2:19][C:20]1[C:21]([CH3:29])=[N:22][N:23]([CH2:26][CH:27]=[CH2:28])[C:24]=1Cl.O.C1(C)C=CC(S(O)(=O)=O)=CC=1.